Dataset: Catalyst prediction with 721,799 reactions and 888 catalyst types from USPTO. Task: Predict which catalyst facilitates the given reaction. (1) Reactant: [Br:1][C:2]1[CH:11]=[CH:10][C:5]2[NH:6][C:7](=[O:9])[O:8][C:4]=2[CH:3]=1.CC(C)([O-])C.[K+].[CH2:18](Br)[C:19]1[CH:24]=[CH:23][CH:22]=[CH:21][CH:20]=1.O. Product: [CH2:18]([N:6]1[C:5]2[CH:10]=[CH:11][C:2]([Br:1])=[CH:3][C:4]=2[O:8][C:7]1=[O:9])[C:19]1[CH:24]=[CH:23][CH:22]=[CH:21][CH:20]=1. The catalyst class is: 54. (2) Reactant: Cl.[NH:2]1[CH2:7][CH2:6][CH:5]([N:8]2[C@H:12]3[CH2:13][CH2:14][CH2:15][CH2:16][C@H:11]3[NH:10][C:9]2=[O:17])[CH2:4][CH2:3]1.O=[C:19]1[CH2:24][CH2:23][N:22]([C:25]([O:27][CH2:28][CH3:29])=[O:26])[CH2:21][CH2:20]1.C([O-])(=O)C.[K+].C([BH3-])#N.[Na+]. Product: [O:17]=[C:9]1[N:8]([CH:5]2[CH2:4][CH2:3][N:2]([CH:19]3[CH2:24][CH2:23][N:22]([C:25]([O:27][CH2:28][CH3:29])=[O:26])[CH2:21][CH2:20]3)[CH2:7][CH2:6]2)[C@H:12]2[CH2:13][CH2:14][CH2:15][CH2:16][C@H:11]2[NH:10]1. The catalyst class is: 5. (3) Reactant: [Br:1][C:2]1[C:10]([F:11])=[CH:9][C:5]([C:6]([OH:8])=[O:7])=[C:4]([F:12])[CH:3]=1.[N+](=[CH2:15])=[N-].CCOCC. Product: [Br:1][C:2]1[C:10]([F:11])=[CH:9][C:5]([C:6]([O:8][CH3:15])=[O:7])=[C:4]([F:12])[CH:3]=1. The catalyst class is: 13. (4) Reactant: [C:1]([N:8]1[CH:12]=[CH:11]N=C1)(N1C=CN=C1)=[O:2].[NH2:13][CH:14]1[CH2:18][CH2:17][N:16]([C:19]2[C:28]3[C:23](=[CH:24][C:25]([O:31][CH3:32])=[C:26]([O:29][CH3:30])[CH:27]=3)[N:22]=[CH:21][C:20]=2[C:33]#[N:34])[CH2:15]1.[CH:35]([O:38][C:39]1[CH:45]=CC(N)=[CH:41][CH:40]=1)([CH3:37])[CH3:36]. Product: [C:33]([C:20]1[CH:21]=[N:22][C:23]2[C:28]([C:19]=1[N:16]1[CH2:17][CH2:18][CH:14]([NH:13][C:1]([NH:8][C:12]3[CH:11]=[CH:45][C:39]([O:38][CH:35]([CH3:37])[CH3:36])=[CH:40][CH:41]=3)=[O:2])[CH2:15]1)=[CH:27][C:26]([O:29][CH3:30])=[C:25]([O:31][CH3:32])[CH:24]=2)#[N:34]. The catalyst class is: 2. (5) Reactant: [S:1](=[O:5])(=O)([OH:3])[OH:2].[Cl:6][C:7]1[CH:8]=[C:9]([CH:11]=[CH:12][CH:13]=1)[NH2:10]. Product: [NH2:10][C:9]1[CH:8]=[C:7]([Cl:6])[CH:13]=[CH:12][C:11]=1[S:1]([OH:3])(=[O:5])=[O:2]. The catalyst class is: 801. (6) Reactant: [OH:1]/[N:2]=[C:3](\Cl)/[C:4]1[CH:9]=[CH:8][C:7]([Cl:10])=[CH:6][CH:5]=1.[C:12]([O:17][CH2:18][CH3:19])(=[O:16])[C:13]#[C:14][CH3:15].C(N(CC)CC)C. Product: [CH2:18]([O:17][C:12]([C:13]1[C:3]([C:4]2[CH:9]=[CH:8][C:7]([Cl:10])=[CH:6][CH:5]=2)=[N:2][O:1][C:14]=1[CH3:15])=[O:16])[CH3:19]. The catalyst class is: 27. (7) Reactant: [Cl:1][C:2]1[N:7]=[C:6]2[CH:8]=[CH:9][NH:10][C:5]2=[CH:4][CH:3]=1.C([O-])([O-])=O.[K+].[K+].[CH2:17](Br)[C:18]1[CH:23]=[CH:22][CH:21]=[CH:20][CH:19]=1. Product: [CH2:17]([N:10]1[C:5]2[C:6](=[N:7][C:2]([Cl:1])=[CH:3][CH:4]=2)[CH:8]=[CH:9]1)[C:18]1[CH:23]=[CH:22][CH:21]=[CH:20][CH:19]=1. The catalyst class is: 3. (8) Reactant: [F:1][C:2]1[CH:7]=[CH:6][C:5]([C:8]2[N:9]=[C:10]3[N:14]([C:15]=2[C:16]2[CH:17]=[CH:18][C:19]4[N:20]([C:22]([CH:25]5[CH2:29][CH2:28][NH:27][CH2:26]5)=[N:23][N:24]=4)[CH:21]=2)[CH:13]=[CH:12][O:11]3)=[CH:4][CH:3]=1.[C:30](Cl)(=[O:32])[CH3:31]. Product: [F:1][C:2]1[CH:7]=[CH:6][C:5]([C:8]2[N:9]=[C:10]3[N:14]([C:15]=2[C:16]2[CH:17]=[CH:18][C:19]4[N:20]([C:22]([CH:25]5[CH2:29][CH2:28][N:27]([C:30](=[O:32])[CH3:31])[CH2:26]5)=[N:23][N:24]=4)[CH:21]=2)[CH:13]=[CH:12][O:11]3)=[CH:4][CH:3]=1. The catalyst class is: 2. (9) Reactant: Br[C:2]1[S:6][C:5]([NH:7][C:8]([NH:10][C:11]2[C:16]([Cl:17])=[CH:15][CH:14]=[CH:13][C:12]=2[Cl:18])=[O:9])=[C:4]([C:19]([O:21][C:22]([CH3:25])([CH3:24])[CH3:23])=[O:20])[CH:3]=1.[F:26][C:27]1[CH:32]=[CH:31][C:30](B(O)O)=[C:29]([CH3:36])[CH:28]=1.C([O-])([O-])=O.[Na+].[Na+]. Product: [Cl:18][C:12]1[CH:13]=[CH:14][CH:15]=[C:16]([Cl:17])[C:11]=1[NH:10][C:8]([NH:7][C:5]1[S:6][C:2]([C:30]2[CH:31]=[CH:32][C:27]([F:26])=[CH:28][C:29]=2[CH3:36])=[CH:3][C:4]=1[C:19]([O:21][C:22]([CH3:25])([CH3:24])[CH3:23])=[O:20])=[O:9]. The catalyst class is: 628. (10) Reactant: [F:1][C:2]1[CH:7]=[CH:6][C:5]([C:8]2[C:17]([N:18]([CH3:25])[CH:19]3[CH2:24][CH2:23][O:22][CH2:21][CH2:20]3)=[N:16][C:15]3[C:10](=[CH:11][CH:12]=[C:13]([C:26]([O:28]C)=[O:27])[CH:14]=3)[N:9]=2)=[CH:4][CH:3]=1.[OH-].[Na+].Cl. Product: [F:1][C:2]1[CH:7]=[CH:6][C:5]([C:8]2[C:17]([N:18]([CH3:25])[CH:19]3[CH2:24][CH2:23][O:22][CH2:21][CH2:20]3)=[N:16][C:15]3[C:10](=[CH:11][CH:12]=[C:13]([C:26]([OH:28])=[O:27])[CH:14]=3)[N:9]=2)=[CH:4][CH:3]=1. The catalyst class is: 24.